Dataset: Forward reaction prediction with 1.9M reactions from USPTO patents (1976-2016). Task: Predict the product of the given reaction. (1) Given the reactants [CH:1]([NH:4][C:5]1[N:10]=[C:9]([NH:11][CH2:12][C:13]#[CH:14])[N:8]=[C:7]([N:15]([CH3:18])[O:16][CH3:17])[N:6]=1)([CH3:3])[CH3:2].[ClH:19].C(OCC)C.Cl.CON(C)C1N=C(NCCC)N=C(NCC#C)N=1, predict the reaction product. The product is: [ClH:19].[CH:1]([NH:4][C:5]1[N:10]=[C:9]([NH:11][CH2:12][C:13]#[CH:14])[N:8]=[C:7]([N:15]([CH3:18])[O:16][CH3:17])[N:6]=1)([CH3:3])[CH3:2]. (2) Given the reactants [Cl:1][C:2]1[CH:10]=[CH:9][CH:8]=[C:7]([Cl:11])[C:3]=1[C:4]([OH:6])=O.[CH3:12][C:13]1[N:18]=[CH:17][C:16]([CH:19]([N:22]2[CH2:28][CH2:27][CH2:26][O:25][CH2:24][CH2:23]2)[CH2:20][NH2:21])=[CH:15][N:14]=1, predict the reaction product. The product is: [Cl:11][C:7]1[CH:8]=[CH:9][CH:10]=[C:2]([Cl:1])[C:3]=1[C:4]([NH:21][CH2:20][CH:19]([C:16]1[CH:17]=[N:18][C:13]([CH3:12])=[N:14][CH:15]=1)[N:22]1[CH2:28][CH2:27][CH2:26][O:25][CH2:24][CH2:23]1)=[O:6]. (3) Given the reactants [Cl:1][C:2]1[NH:10][C:9]2[C:8](=[O:11])[N:7]([CH2:12][CH2:13][CH2:14][CH2:15]/[C:16](=[N:19]/[H])/[NH:17][OH:18])[C:6](=[O:21])[N:5]([CH2:22][CH2:23][CH2:24][CH2:25][CH3:26])[C:4]=2[N:3]=1.CC[O-].[Na+].[S:31]1[CH:35]=[CH:34][C:33]([C:36](OCC)=O)=[CH:32]1, predict the reaction product. The product is: [Cl:1][C:2]1[NH:10][C:9]2[C:8](=[O:11])[N:7]([CH2:12][CH2:13][CH2:14][CH2:15][C:16]3[N:19]=[C:36]([C:33]4[CH:34]=[CH:35][S:31][CH:32]=4)[O:18][N:17]=3)[C:6](=[O:21])[N:5]([CH2:22][CH2:23][CH2:24][CH2:25][CH3:26])[C:4]=2[N:3]=1. (4) The product is: [NH:11]1[CH2:15][CH2:14][CH:13]([C:16]2[NH:20][N:19]=[N:18][N:17]=2)[CH2:12]1. Given the reactants C(OC([N:11]1[CH2:15][CH2:14][CH:13]([C:16]2[NH:20][N:19]=[N:18][N:17]=2)[CH2:12]1)=O)C1C=CC=CC=1.[H][H], predict the reaction product. (5) Given the reactants [Li]CCCC.CCCCCC.[O:12]1[CH2:17][CH2:16][O:15][C:14]2=[CH:18][S:19][CH:20]=[C:13]12.CN(C)CCN(C)C.[CH2:29]([Sn:33](Cl)([CH2:38][CH2:39][CH2:40][CH3:41])[CH2:34][CH2:35][CH2:36][CH3:37])[CH2:30][CH2:31][CH3:32], predict the reaction product. The product is: [CH2:38]([Sn:33]([CH2:29][CH2:30][CH2:31][CH3:32])([CH2:34][CH2:35][CH2:36][CH3:37])[C:18]1[S:19][CH:20]=[C:13]2[C:14]=1[O:15][CH2:16][CH2:17][O:12]2)[CH2:39][CH2:40][CH3:41]. (6) The product is: [NH2:18][C:16]1[NH:15][N:14]=[C:13]([NH:12][C:5]2[CH:6]=[C:7]([C:8]([F:11])([F:10])[F:9])[C:2]([C:55]3[CH:56]=[CH:57][C:58]([S:61]([NH:64][C:65]([CH3:71])([CH3:70])[C:66]([F:68])([F:67])[F:69])(=[O:63])=[O:62])=[CH:59][CH:60]=3)=[C:3]([Cl:19])[CH:4]=2)[N:17]=1. Given the reactants Br[C:2]1[C:7]([C:8]([F:11])([F:10])[F:9])=[CH:6][C:5]([NH:12][C:13]2[N:17]=[C:16]([NH2:18])[NH:15][N:14]=2)=[CH:4][C:3]=1[Cl:19].CN1C(C)(C)CC(SC2C=CC(B3OC(C)(C)C(C)(C)O3)=CC=2)CC1(C)C.CC1(C)C(C)(C)OB([C:55]2[CH:60]=[CH:59][C:58]([S:61]([NH:64][C:65]([CH3:71])([CH3:70])[C:66]([F:69])([F:68])[F:67])(=[O:63])=[O:62])=[CH:57][CH:56]=2)O1.C([O-])([O-])=O.[K+].[K+], predict the reaction product. (7) Given the reactants C(O)(C(F)(F)F)=O.[NH2:8][C:9](=[O:46])[CH2:10][C:11]1[CH:45]=[CH:44][CH:43]=[CH:42][C:12]=1[CH2:13][CH2:14][C:15]1[C:20]([CH3:21])=[CH:19][N:18]=[C:17]([NH:22][C:23]2[CH:28]=[CH:27][C:26]([CH:29]3[CH2:34][CH2:33][N:32](C(OC(C)(C)C)=O)[CH2:31][CH2:30]3)=[CH:25][CH:24]=2)[N:16]=1, predict the reaction product. The product is: [CH3:21][C:20]1[C:15]([CH2:14][CH2:13][C:12]2[CH:42]=[CH:43][CH:44]=[CH:45][C:11]=2[CH2:10][C:9]([NH2:8])=[O:46])=[N:16][C:17]([NH:22][C:23]2[CH:28]=[CH:27][C:26]([CH:29]3[CH2:34][CH2:33][NH:32][CH2:31][CH2:30]3)=[CH:25][CH:24]=2)=[N:18][CH:19]=1.